From a dataset of Experimentally validated miRNA-target interactions with 360,000+ pairs, plus equal number of negative samples. Binary Classification. Given a miRNA mature sequence and a target amino acid sequence, predict their likelihood of interaction. (1) The miRNA is mmu-miR-872-5p with sequence AAGGUUACUUGUUAGUUCAGG. The protein sequence of the target gene is MDVDGRWRNLPSGPSLKHLTDPSYGIPPEQQKAALQDLTRAHVDSFNYAALEGLSHAVQAIPPFEFAFKDERISLTIVDAVISPPSVPKGTICKDLNVYPAECRGRKSTYRGRLTADISWAVNGVPKGIIKQFLGYVPIMVKSKLCNLYNLPPRVLIEHHEEAEEMGGYFIINGIEKVIRMLIVPRRNFPIAMVRPKWKSRGLGYTQFGVSMRCVREEHSAVNMNLHYVENGTVMLNFIYRKELFFLPLGFALKALVSFSDYQIFQELIKGKEEDSFFRNSVSQMLRIVIEEGCHSQKQV.... Result: 0 (no interaction). (2) The miRNA is hsa-miR-6895-5p with sequence CAGGGCCAGGCACAGAGUAAG. The protein sequence of the target gene is MTTMTNSLISNSVSSVPESLFSSASIHRPVAINPAMLAQFSINLPVLPFESSASLGTSTTSSSRCSSTESSAAPGKIRRGRPQQEIADGQDAHSQKKRHRRLYARQYRAQMRQKVENVKSLHDEKEQLELEVKALRQAVSGLQQENAQKDFLISILQLNNQINHS. Result: 0 (no interaction). (3) The miRNA is mmu-miR-20b-5p with sequence CAAAGUGCUCAUAGUGCAGGUAG. The protein sequence of the target gene is MYGSARTISNLEGSPSRSPRLPRSPRLGHRRTSSGGGGGTGKTLSMENIQSLNAAYATSGPMYLSDHEGVASTTYPKGTMTLGRATNRAVYGGRVTAMGSSPNIASAGLSHTDVLSYTDQHGGLSGSSHHHHHQVPSMLRQVRDSTMLDLQAQLKELQRENDLLRKELDIKDSKLGSSMNSIKTFWSPELKKERVLRKEEAARMSVLKEQMRVSHEENQHLQLTIQALQDELRTQRDLNHLLQQESGNRGAEHFTIELTEENFRRLQAEHDRQAKELFLLRKTLEEMELRIETQKQTLNA.... Result: 0 (no interaction). (4) Result: 0 (no interaction). The miRNA is hsa-miR-30c-5p with sequence UGUAAACAUCCUACACUCUCAGC. The protein sequence of the target gene is MAELTVEVRGSNGAFYKGFIKDVHEDSLTVVFENNWQPERQVPFNEVRLPPPPDIKKEISEGDEVEVYSRANDQEPCGWWLAKVRMMKGEFYVIEYAACDATYNEIVTFERLRPVNQNKTVKKNTFFKCTVDVPEDLREACANENAHKDFKKAVGACRIFYHPETTQLMILSASEATVKRVNILSDMHLRSIRTKLMLMSRNEEATKHLECTKQLAAAFHEEFVVREDLMGLAIGTHGSNIQQARKVPGVTAIELDEDTGTFRIYGESAEAVKKARGFLEFVEDFIQVPRNLVGKVIGKN.... (5) The miRNA is hsa-miR-149-5p with sequence UCUGGCUCCGUGUCUUCACUCCC. The protein sequence of the target gene is MELDDFDPEDKEILSWDINDVKLPQNVKTTDWFQEWPDSYVKHIYSSDDRNAQRHLSSWAMRNTNNHNSRILKKSCLGVVVCSRDCSTEEGRKIYLRPAICDKARQKQQRKSCPNCNGPLKLIPCRGHGGFPVTNFWRHDGRFIFFQSKGEHDHPRPETKLEAEARRAMKKVHMASASNSLRMKGRPAAKALPAEIPSQGSLPLTWSFQEGVQLPGTYSTPLIANAPQQNSLNDCLSFPKSYDLGGSTELEDPTSTLDSMKFYERCKFSSSRIYGSEEQFQPPVPGTYGDYEDLQTWNKN.... Result: 0 (no interaction). (6) The miRNA is hsa-miR-6769a-3p with sequence GAGCCCCUCUCUGCUCUCCAG. The protein sequence of the target gene is MALLPRALGVGAAPSLRRAARALTCAMASPGEPQPPAPDTSSFDYLVIGGGSGGLASARRAAELGARAAVVESHKLGGTCVNVGCVPKKVMWNTAVHSEFMHDHVDYGFQSCEGKFSWHVIKQKRDAYVSRLNTIYQNNLTKSHIEIIHGYATFADGPRPTVEVNGKKFTAPHILIATGGVPTVPHESQIPGASLGITSDGFFQLEDLPSRSVIVGAGYIAVEIAGILSALGSKTSLMIRHDKVLRNFDSLISSNCTEELENAGVEVLKFTQVKEVKKTSSGLELQVVTSVPGRKPTTTM.... Result: 0 (no interaction).